From a dataset of Reaction yield outcomes from USPTO patents with 853,638 reactions. Predict the reaction yield, written as a fraction of the theoretical maximum amount of product (1.0 means a 100% yield; for example, 0.34 means a 34% yield). The reactants are FC1C=C2C(C(C3C=CC(N4CCC(N)CC4)=NC=3)=CN2)=CC=1.[NH2:24][C:25](=[O:56])[CH2:26][CH2:27][N:28]([CH3:55])[S:29]([C:32]1[N:37]=[CH:36][C:35]([C:38]2[C:46]3[C:41](=[CH:42][C:43]([F:47])=[CH:44][CH:45]=3)[N:40](C(OC(C)(C)C)=O)[CH:39]=2)=[CH:34][CH:33]=1)(=[O:31])=[O:30]. No catalyst specified. The product is [F:47][C:43]1[CH:42]=[C:41]2[C:46]([C:38]([C:35]3[CH:34]=[CH:33][C:32]([S:29]([N:28]([CH2:27][CH2:26][C:25]([NH2:24])=[O:56])[CH3:55])(=[O:30])=[O:31])=[N:37][CH:36]=3)=[CH:39][NH:40]2)=[CH:45][CH:44]=1. The yield is 0.250.